This data is from Forward reaction prediction with 1.9M reactions from USPTO patents (1976-2016). The task is: Predict the product of the given reaction. (1) The product is: [Cl:31][C:24]1[CH:23]=[C:22](/[CH:21]=[C:17]2/[C:18](=[O:20])[N:19]3[CH:12]=[C:11]([C:7]4[CH:8]=[CH:9][CH:10]=[C:5]([O:4][CH2:1][CH2:2][CH3:3])[CH:6]=4)[N:14]=[C:15]3[S:16]/2)[CH:27]=[C:26]([O:28][CH3:29])[C:25]=1[OH:30]. Given the reactants [CH2:1]([O:4][C:5]1[CH:6]=[C:7]([C:11](=O)[CH3:12])[CH:8]=[CH:9][CH:10]=1)[CH2:2][CH3:3].[NH2:14][C:15]1[S:16]/[C:17](=[CH:21]\[C:22]2[CH:27]=[C:26]([O:28][CH3:29])[C:25]([OH:30])=[C:24]([Cl:31])[CH:23]=2)/[C:18](=[O:20])[N:19]=1, predict the reaction product. (2) Given the reactants [Cl:1][C:2]1[C:11]2[C:6](=[CH:7][CH:8]=[CH:9][CH:10]=2)[CH:5]=[C:4]([CH3:12])[C:3]=1[CH:13]([O:16][C:17]([CH3:23])([CH3:22])[C:18](F)([F:20])[F:19])[CH2:14][OH:15].FC(F)C(C)(O)C, predict the reaction product. The product is: [Cl:1][C:2]1[C:11]2[C:6](=[CH:7][CH:8]=[CH:9][CH:10]=2)[CH:5]=[C:4]([CH3:12])[C:3]=1[CH:13]([O:16][C:17]([CH3:23])([CH3:22])[CH:18]([F:19])[F:20])[CH2:14][OH:15]. (3) Given the reactants [S:1]1[C:5]2[CH:6]=[CH:7][CH:8]=[CH:9][C:4]=2[CH:3]=[C:2]1[C:10]([NH:12][C@H:13]([C:18]([NH:20][CH2:21][CH2:22][CH2:23][CH2:24][NH:25]C(=O)OC(C)(C)C)=[O:19])[CH2:14][CH:15]([CH3:17])[CH3:16])=[O:11].[ClH:33], predict the reaction product. The product is: [ClH:33].[NH2:25][CH2:24][CH2:23][CH2:22][CH2:21][NH:20][C:18]([C@@H:13]([NH:12][C:10]([C:2]1[S:1][C:5]2[CH:6]=[CH:7][CH:8]=[CH:9][C:4]=2[CH:3]=1)=[O:11])[CH2:14][CH:15]([CH3:16])[CH3:17])=[O:19]. (4) Given the reactants [F:1][C:2]1[CH:21]=[CH:20][CH:19]=[CH:18][C:3]=1[CH2:4][N:5]1[C:9]([C:10]2[CH:14]=[CH:13][O:12][N:11]=2)=[CH:8][C:7]([C:15](=[NH:17])[NH2:16])=[N:6]1.CN(C)[CH:24]=[C:25]([O:30][CH3:31])[C:26](OC)=[O:27].N1(C2CCCCCCCCCC2)CCCN=CCCCCC1, predict the reaction product. The product is: [F:1][C:2]1[CH:21]=[CH:20][CH:19]=[CH:18][C:3]=1[CH2:4][N:5]1[C:9]([C:10]2[CH:14]=[CH:13][O:12][N:11]=2)=[CH:8][C:7]([C:15]2[N:16]=[C:26]([OH:27])[C:25]([O:30][CH3:31])=[CH:24][N:17]=2)=[N:6]1. (5) Given the reactants [Br:1][C:2]1[CH:3]=[C:4]([NH2:13])[CH:5]=[CH:6][C:7]=1[O:8][C:9]([F:12])([F:11])[F:10].[CH3:14][C:15]([O:18][C:19](O[C:19]([O:18][C:15]([CH3:17])([CH3:16])[CH3:14])=[O:20])=[O:20])([CH3:17])[CH3:16].C(N(CC)CC)C, predict the reaction product. The product is: [C:15]([O:18][C:19](=[O:20])[NH:13][C:4]1[CH:5]=[CH:6][C:7]([O:8][C:9]([F:11])([F:12])[F:10])=[C:2]([Br:1])[CH:3]=1)([CH3:17])([CH3:16])[CH3:14]. (6) Given the reactants C(OC(=O)[NH:10][C:11]1([C:14](=[O:31])[NH:15][C:16]2([C:19]3[CH:24]=[C:23]([CH2:25][N:26]4[CH2:30][CH2:29][CH2:28][CH2:27]4)[CH:22]=[CH:21][N:20]=3)[CH2:18][CH2:17]2)[CH2:13][CH2:12]1)C1C=CC=CC=1, predict the reaction product. The product is: [N:26]1([CH2:25][C:23]2[CH:22]=[CH:21][N:20]=[C:19]([C:16]3([NH:15][C:14]([C:11]4([NH2:10])[CH2:12][CH2:13]4)=[O:31])[CH2:17][CH2:18]3)[CH:24]=2)[CH2:30][CH2:29][CH2:28][CH2:27]1. (7) The product is: [CH3:25][O:26][CH:27]1[CH2:28][CH2:29][N:30]([C:33]2[N:38]=[C:37]([NH:39][C:2]3[N:7]=[CH:6][C:5]4[N:8]([CH3:24])[C:9]([C:11]5[CH:12]=[N:13][N:14]([CH2:16][O:17][CH2:18][CH2:19][Si:20]([CH3:23])([CH3:22])[CH3:21])[CH:15]=5)=[N:10][C:4]=4[CH:3]=3)[CH:36]=[CH:35][N:34]=2)[CH2:31][CH2:32]1. Given the reactants Br[C:2]1[N:7]=[CH:6][C:5]2[N:8]([CH3:24])[C:9]([C:11]3[CH:12]=[N:13][N:14]([CH2:16][O:17][CH2:18][CH2:19][Si:20]([CH3:23])([CH3:22])[CH3:21])[CH:15]=3)=[N:10][C:4]=2[CH:3]=1.[CH3:25][O:26][CH:27]1[CH2:32][CH2:31][N:30]([C:33]2[N:38]=[C:37]([NH2:39])[CH:36]=[CH:35][N:34]=2)[CH2:29][CH2:28]1.CC(C1C=C(C(C)C)C(C2C=CC=CC=2P(C2CCCCC2)C2CCCCC2)=C(C(C)C)C=1)C.C([O-])([O-])=O.[Cs+].[Cs+], predict the reaction product. (8) Given the reactants COC1C=CC=CC=1C1N=CN=C(NC2C=C(CS(N)(=O)=O)C=CC=2)N=1.Cl[C:28]1[N:33]=[CH:32][N:31]=[C:30]([NH:34][C:35]2[CH:36]=[C:37]([CH2:41][S:42]([NH2:45])(=[O:44])=[O:43])[CH:38]=[CH:39][CH:40]=2)[N:29]=1.[F:46][C:47]1[CH:52]=[CH:51][C:50](B(O)O)=[C:49]([O:56][CH:57]([CH3:59])[CH3:58])[CH:48]=1, predict the reaction product. The product is: [F:46][C:47]1[CH:52]=[CH:51][C:50]([C:28]2[N:33]=[CH:32][N:31]=[C:30]([NH:34][C:35]3[CH:36]=[C:37]([CH2:41][S:42]([NH2:45])(=[O:44])=[O:43])[CH:38]=[CH:39][CH:40]=3)[N:29]=2)=[C:49]([O:56][CH:57]([CH3:59])[CH3:58])[CH:48]=1.